This data is from Peptide-MHC class II binding affinity with 134,281 pairs from IEDB. The task is: Regression. Given a peptide amino acid sequence and an MHC pseudo amino acid sequence, predict their binding affinity value. This is MHC class II binding data. (1) The peptide sequence is FEELFRASISEFIAK. The MHC is DRB1_0101 with pseudo-sequence DRB1_0101. The binding affinity (normalized) is 0.541. (2) The MHC is DRB1_0405 with pseudo-sequence DRB1_0405. The peptide sequence is GIDTNAYYVMTVGTKTFL. The binding affinity (normalized) is 0.245. (3) The peptide sequence is HQAISPRTLNSPAIF. The binding affinity (normalized) is 0. The MHC is DRB1_0901 with pseudo-sequence DRB1_0901. (4) The peptide sequence is EKKYFAPTQFEPLAA. The MHC is HLA-DQA10501-DQB10301 with pseudo-sequence HLA-DQA10501-DQB10301. The binding affinity (normalized) is 0.126. (5) The peptide sequence is TAWDFSSAGGFFTSV. The MHC is DRB1_1301 with pseudo-sequence DRB1_1301. The binding affinity (normalized) is 0.454.